This data is from Reaction yield outcomes from USPTO patents with 853,638 reactions. The task is: Predict the reaction yield, written as a fraction of the theoretical maximum amount of product (1.0 means a 100% yield; for example, 0.34 means a 34% yield). The reactants are [F:1][C:2]1[CH:3]=[C:4]([NH:20][C:21]([C:23]2[C:24](=[O:36])[N:25]([C:30]3[CH:35]=[CH:34][CH:33]=[CH:32][CH:31]=3)[N:26]([CH3:29])[C:27]=2[CH3:28])=[O:22])[CH:5]=[CH:6][C:7]=1[O:8][C:9]1[C:18]2[C:13](=[CH:14][C:15]([OH:19])=[CH:16][CH:17]=2)[N:12]=[CH:11][CH:10]=1.CS(O[CH2:42][CH2:43][C:44]1([OH:47])[CH2:46][CH2:45]1)(=O)=O.C(=O)([O-])[O-].[Cs+].[Cs+]. The catalyst is CC(N(C)C)=O. The product is [F:1][C:2]1[CH:3]=[C:4]([NH:20][C:21]([C:23]2[C:24](=[O:36])[N:25]([C:30]3[CH:31]=[CH:32][CH:33]=[CH:34][CH:35]=3)[N:26]([CH3:29])[C:27]=2[CH3:28])=[O:22])[CH:5]=[CH:6][C:7]=1[O:8][C:9]1[C:18]2[C:13](=[CH:14][C:15]([O:19][CH2:42][CH2:43][C:44]3([OH:47])[CH2:46][CH2:45]3)=[CH:16][CH:17]=2)[N:12]=[CH:11][CH:10]=1. The yield is 0.250.